The task is: Predict the reaction yield, written as a fraction of the theoretical maximum amount of product (1.0 means a 100% yield; for example, 0.34 means a 34% yield).. This data is from Reaction yield outcomes from USPTO patents with 853,638 reactions. The reactants are [C:1]([O:5][C:6]([N:8]1[CH2:12][CH2:11][CH2:10][CH:9]1[CH2:13][NH2:14])=[O:7])([CH3:4])([CH3:3])[CH3:2].[Br:15][C:16]1[CH:24]=[CH:23][C:19]([C:20](O)=[O:21])=[CH:18][CH:17]=1.CN1CCOCC1.CN(C(ON1N=NC2C=CC=NC1=2)=[N+](C)C)C.F[P-](F)(F)(F)(F)F. The catalyst is CN(C=O)C. The product is [C:1]([O:5][C:6]([N:8]1[CH2:12][CH2:11][CH2:10][CH:9]1[CH2:13][NH:14][C:20](=[O:21])[C:19]1[CH:23]=[CH:24][C:16]([Br:15])=[CH:17][CH:18]=1)=[O:7])([CH3:4])([CH3:3])[CH3:2]. The yield is 1.00.